This data is from Full USPTO retrosynthesis dataset with 1.9M reactions from patents (1976-2016). The task is: Predict the reactants needed to synthesize the given product. (1) The reactants are: C[O:2][C:3]([C@@H:5]1[CH2:9][O:8][C:7]([CH3:11])([CH3:10])[N:6]1[C:12]([O:14][C:15]([CH3:18])([CH3:17])[CH3:16])=[O:13])=O.[H-].C([Al+]C(C)C)(C)C.CO.[OH-].[Na+]. Given the product [C:15]([O:14][C:12]([N:6]1[C@H:5]([CH2:3][OH:2])[CH2:9][O:8][C:7]1([CH3:11])[CH3:10])=[O:13])([CH3:18])([CH3:17])[CH3:16], predict the reactants needed to synthesize it. (2) Given the product [CH3:63][O:64][C:60](=[O:61])[C:24]1[CH:25]=[CH:26][C:21]([NH:20][C:18]([NH:17][C:9]2[CH:8]=[CH:7][C:6]3[CH:5]([N:4]([CH:1]4[CH2:3][CH2:2]4)[CH3:28])[CH2:14][CH2:13][C:12]([CH3:16])([CH3:15])[C:11]=3[CH:10]=2)=[O:19])=[CH:22][CH:23]=1, predict the reactants needed to synthesize it. The reactants are: [CH:1]1([N:4]([CH3:28])[CH:5]2[CH2:14][CH2:13][C:12]([CH3:16])([CH3:15])[C:11]3[CH:10]=[C:9]([NH:17][C:18]([NH:20][C:21]4[CH:26]=[CH:25][C:24](I)=[CH:23][CH:22]=4)=[O:19])[CH:8]=[CH:7][C:6]2=3)[CH2:3][CH2:2]1.C1(P(C2C=CC=CC=2)CCCP(C2C=CC=CC=2)C2C=CC=CC=2)C=CC=CC=1.CN(C)[CH:60]=[O:61].[CH3:63][OH:64]. (3) Given the product [C:17]([O:16][C:15]([N:14]([CH2:13][CH:7]1[C:8]2[C:4](=[C:3]([C:1]#[N:2])[C:11]([F:12])=[CH:10][CH:9]=2)[CH2:5][CH2:6]1)[CH2:22][CH2:23][NH:32][CH2:33][C:34]([O:36][CH2:37][CH3:38])=[O:35])=[O:21])([CH3:18])([CH3:19])[CH3:20], predict the reactants needed to synthesize it. The reactants are: [C:1]([C:3]1[C:11]([F:12])=[CH:10][CH:9]=[C:8]2[C:4]=1[CH2:5][CH2:6][CH:7]2[CH2:13][N:14]([CH2:22][CH:23]=C)[C:15](=[O:21])[O:16][C:17]([CH3:20])([CH3:19])[CH3:18])#[N:2].O=[O+][O-].CSC.Cl.[NH2:32][CH2:33][C:34]([O:36][CH2:37][CH3:38])=[O:35].C([BH3-])#N.[Na+]. (4) Given the product [Cl:7][C:8]1[CH:20]=[CH:19][CH:18]=[C:17]([Cl:21])[C:9]=1[CH2:10][CH2:11][CH2:12][OH:13], predict the reactants needed to synthesize it. The reactants are: [H-].[Al+3].[Li+].[H-].[H-].[H-].[Cl:7][C:8]1[CH:20]=[CH:19][CH:18]=[C:17]([Cl:21])[C:9]=1[CH:10]=[CH:11][C:12](OCC)=[O:13].[Cl-].[NH4+]. (5) Given the product [CH2:1]([O:3][C:4](=[O:33])[CH2:5][N:6]([C:8](=[O:32])[C@@H:9]([NH:24][C:25]([O:27][C:28]([CH3:29])([CH3:31])[CH3:30])=[O:26])[CH2:10][N:11]([CH3:34])[S:12]([C:15]1[CH:20]=[CH:19][CH:18]=[CH:17][C:16]=1[N+:21]([O-:23])=[O:22])(=[O:14])=[O:13])[CH3:7])[CH3:2], predict the reactants needed to synthesize it. The reactants are: [CH2:1]([O:3][C:4](=[O:33])[CH2:5][N:6]([C:8](=[O:32])[C@@H:9]([NH:24][C:25]([O:27][C:28]([CH3:31])([CH3:30])[CH3:29])=[O:26])[CH2:10][NH:11][S:12]([C:15]1[CH:20]=[CH:19][CH:18]=[CH:17][C:16]=1[N+:21]([O-:23])=[O:22])(=[O:14])=[O:13])[CH3:7])[CH3:2].[C:34]([O-])([O-])=O.[K+].[K+].CI.